From a dataset of Catalyst prediction with 721,799 reactions and 888 catalyst types from USPTO. Predict which catalyst facilitates the given reaction. Reactant: [F:1][C:2]1[CH:7]=[CH:6][CH:5]=[C:4]([F:8])[C:3]=1[N:9]1[C:14]2[N:15]=[C:16]([S:29][CH3:30])[N:17]=[C:18]([C:19]3[CH:20]=[C:21]([CH:25]=[CH:26][C:27]=3[CH3:28])[C:22]([OH:24])=O)[C:13]=2[CH2:12][NH:11][C:10]1=[O:31].C(N(C(C)C)CC)(C)C.CN(C(ON1N=NC2C=CC=NC1=2)=[N+](C)C)C.F[P-](F)(F)(F)(F)F.[F:65][C:66]1[CH:72]=[CH:71][C:69]([NH2:70])=[CH:68][CH:67]=1. Product: [F:1][C:2]1[CH:7]=[CH:6][CH:5]=[C:4]([F:8])[C:3]=1[N:9]1[C:14]2[N:15]=[C:16]([S:29][CH3:30])[N:17]=[C:18]([C:19]3[CH:20]=[C:21]([CH:25]=[CH:26][C:27]=3[CH3:28])[C:22]([NH:70][C:69]3[CH:71]=[CH:72][C:66]([F:65])=[CH:67][CH:68]=3)=[O:24])[C:13]=2[CH2:12][NH:11][C:10]1=[O:31]. The catalyst class is: 34.